Dataset: Full USPTO retrosynthesis dataset with 1.9M reactions from patents (1976-2016). Task: Predict the reactants needed to synthesize the given product. (1) Given the product [F:1][C:2]1[CH:3]=[CH:4][C:5]([CH3:12])=[C:6]([S:8]([N:20]2[CH2:25][CH2:24][O:23][CH2:22][CH2:21]2)(=[O:10])=[O:9])[CH:7]=1, predict the reactants needed to synthesize it. The reactants are: [F:1][C:2]1[CH:3]=[CH:4][C:5]([CH3:12])=[C:6]([S:8](Cl)(=[O:10])=[O:9])[CH:7]=1.C(N(CC)CC)C.[NH:20]1[CH2:25][CH2:24][O:23][CH2:22][CH2:21]1. (2) Given the product [Cl:16][C:17]1[C:18]([O:35][CH3:36])=[C:19](/[C:32](/[CH3:33])=[C:6](/[F:7])\[C:4]([O:3][CH2:2][CH3:1])=[O:5])[CH:20]=[C:21]2[C:26]=1[O:25][C:24]([CH3:28])([CH3:27])[CH:23]=[C:22]2[CH:29]([CH3:30])[CH3:31], predict the reactants needed to synthesize it. The reactants are: [CH3:1][CH2:2][O:3][C:4]([CH:6](P(OCC)(OCC)=O)[F:7])=[O:5].[Cl:16][C:17]1[C:18]([O:35][CH3:36])=[C:19]([C:32](=O)[CH3:33])[CH:20]=[C:21]2[C:26]=1[O:25][C:24]([CH3:28])([CH3:27])[CH:23]=[C:22]2[CH:29]([CH3:31])[CH3:30]. (3) Given the product [Cl:2][C:3]1[N:8]=[CH:7][C:6]([CH2:9][N:10]2[C:14]([CH3:15])=[C:13]([C:16]3[CH:17]=[CH:18][C:19]([C:22]#[N:23])=[CH:20][CH:21]=3)[C:12]([C:24]#[N:25])=[C:11]2[CH:26]([OH:27])[CH3:32])=[CH:5][C:4]=1[CH2:28][OH:29], predict the reactants needed to synthesize it. The reactants are: [Br-].[Cl:2][C:3]1[N:8]=[CH:7][C:6]([CH2:9][N:10]2[C:14]([CH3:15])=[C:13]([C:16]3[CH:21]=[CH:20][C:19]([C:22]#[N:23])=[CH:18][CH:17]=3)[C:12]([C:24]#[N:25])=[C:11]2[CH:26]=[O:27])=[CH:5][C:4]=1[CH2:28][OH:29].[Cl-].[Na+].[CH2:32]1COCC1.